From a dataset of Reaction yield outcomes from USPTO patents with 853,638 reactions. Predict the reaction yield, written as a fraction of the theoretical maximum amount of product (1.0 means a 100% yield; for example, 0.34 means a 34% yield). The reactants are [F:1][C:2]1[CH:3]=[C:4]([S:9][C:10]2[CH:11]=[C:12]3[C:18]([NH:19][C:20](=O)[C:21]4[CH:26]=[CH:25][C:24]([N:27]5[CH2:32][CH2:31][N:30]([CH3:33])[CH2:29][CH2:28]5)=[CH:23][C:22]=4[NH:34][CH:35]4[CH2:40][CH2:39][O:38][CH2:37][CH2:36]4)=[N:17][NH:16][C:13]3=[N:14][CH:15]=2)[CH:5]=[C:6]([F:8])[CH:7]=1.[H-].[H-].[H-].[H-].[Li+].[Al+3].O.[OH-].[Na+]. The catalyst is O1CCCC1. The product is [F:1][C:2]1[CH:3]=[C:4]([S:9][C:10]2[CH:11]=[C:12]3[C:18]([NH:19][CH2:20][C:21]4[CH:26]=[CH:25][C:24]([N:27]5[CH2:32][CH2:31][N:30]([CH3:33])[CH2:29][CH2:28]5)=[CH:23][C:22]=4[NH:34][CH:35]4[CH2:36][CH2:37][O:38][CH2:39][CH2:40]4)=[N:17][NH:16][C:13]3=[N:14][CH:15]=2)[CH:5]=[C:6]([F:8])[CH:7]=1. The yield is 0.170.